From a dataset of NCI-60 drug combinations with 297,098 pairs across 59 cell lines. Regression. Given two drug SMILES strings and cell line genomic features, predict the synergy score measuring deviation from expected non-interaction effect. (1) Drug 1: CC1=C2C(C(=O)C3(C(CC4C(C3C(C(C2(C)C)(CC1OC(=O)C(C(C5=CC=CC=C5)NC(=O)OC(C)(C)C)O)O)OC(=O)C6=CC=CC=C6)(CO4)OC(=O)C)OC)C)OC. Drug 2: CC1=C(N=C(N=C1N)C(CC(=O)N)NCC(C(=O)N)N)C(=O)NC(C(C2=CN=CN2)OC3C(C(C(C(O3)CO)O)O)OC4C(C(C(C(O4)CO)O)OC(=O)N)O)C(=O)NC(C)C(C(C)C(=O)NC(C(C)O)C(=O)NCCC5=NC(=CS5)C6=NC(=CS6)C(=O)NCCC[S+](C)C)O. Cell line: NCI/ADR-RES. Synergy scores: CSS=5.64, Synergy_ZIP=-10.2, Synergy_Bliss=-17.0, Synergy_Loewe=-18.2, Synergy_HSA=-15.3. (2) Drug 1: C1=CN(C(=O)N=C1N)C2C(C(C(O2)CO)O)O.Cl. Drug 2: CC(C)(C#N)C1=CC(=CC(=C1)CN2C=NC=N2)C(C)(C)C#N. Cell line: OVCAR-4. Synergy scores: CSS=2.17, Synergy_ZIP=-1.39, Synergy_Bliss=1.63, Synergy_Loewe=-1.54, Synergy_HSA=-0.102. (3) Drug 1: C1=NC2=C(N1)C(=S)N=CN2. Drug 2: CC1CCCC2(C(O2)CC(NC(=O)CC(C(C(=O)C(C1O)C)(C)C)O)C(=CC3=CSC(=N3)C)C)C. Cell line: HS 578T. Synergy scores: CSS=61.2, Synergy_ZIP=-1.74, Synergy_Bliss=-3.14, Synergy_Loewe=-5.66, Synergy_HSA=0.429. (4) Drug 1: CCCCCOC(=O)NC1=NC(=O)N(C=C1F)C2C(C(C(O2)C)O)O. Drug 2: C1=CN(C=N1)CC(O)(P(=O)(O)O)P(=O)(O)O. Cell line: HCT-15. Synergy scores: CSS=3.05, Synergy_ZIP=-0.789, Synergy_Bliss=0.673, Synergy_Loewe=1.54, Synergy_HSA=0.466. (5) Drug 1: CCC1(CC2CC(C3=C(CCN(C2)C1)C4=CC=CC=C4N3)(C5=C(C=C6C(=C5)C78CCN9C7C(C=CC9)(C(C(C8N6C)(C(=O)OC)O)OC(=O)C)CC)OC)C(=O)OC)O.OS(=O)(=O)O. Drug 2: CC(C)(C#N)C1=CC(=CC(=C1)CN2C=NC=N2)C(C)(C)C#N. Cell line: MOLT-4. Synergy scores: CSS=-0.313, Synergy_ZIP=2.92, Synergy_Bliss=6.56, Synergy_Loewe=-1.35, Synergy_HSA=-0.0105. (6) Drug 1: C1CCC(C1)C(CC#N)N2C=C(C=N2)C3=C4C=CNC4=NC=N3. Drug 2: C(CC(=O)O)C(=O)CN.Cl. Cell line: SF-268. Synergy scores: CSS=1.54, Synergy_ZIP=-5.21, Synergy_Bliss=-11.1, Synergy_Loewe=-14.3, Synergy_HSA=-14.9.